Predict which catalyst facilitates the given reaction. From a dataset of Catalyst prediction with 721,799 reactions and 888 catalyst types from USPTO. (1) Reactant: N#N.[NH:3]1[C:7]2[CH:8]=[CH:9][CH:10]=[CH:11][C:6]=2[N:5]=[C:4]1[CH:12]([C:21]1([C:24]2[CH:29]=[CH:28][C:27]([O:30][CH3:31])=[CH:26][CH:25]=2)[CH2:23][CH2:22]1)[NH:13]CC1C=CC=CC=1. Product: [NH:3]1[C:7]2[CH:8]=[CH:9][CH:10]=[CH:11][C:6]=2[N:5]=[C:4]1[CH:12]([C:21]1([C:24]2[CH:29]=[CH:28][C:27]([O:30][CH3:31])=[CH:26][CH:25]=2)[CH2:22][CH2:23]1)[NH2:13]. The catalyst class is: 123. (2) Reactant: [NH2:1][C:2]1[C:3]([O:20][CH3:21])=[CH:4][C:5]([CH:17]([CH3:19])[CH3:18])=[C:6]([CH:16]=1)[O:7][C:8]1[C:9]([NH2:15])=[N:10][C:11]([NH2:14])=[N:12][CH:13]=1.[Cl:22][CH2:23][CH2:24][CH2:25][C:26](Cl)=[O:27].O.C([O-])([O-])=O.[Na+].[Na+]. Product: [Cl:22][CH2:23][CH2:24][CH2:25][C:26]([NH:1][C:2]1[CH:16]=[C:6]([O:7][C:8]2[C:9]([NH2:15])=[N:10][C:11]([NH2:14])=[N:12][CH:13]=2)[C:5]([CH:17]([CH3:19])[CH3:18])=[CH:4][C:3]=1[O:20][CH3:21])=[O:27]. The catalyst class is: 373.